This data is from Reaction yield outcomes from USPTO patents with 853,638 reactions. The task is: Predict the reaction yield, written as a fraction of the theoretical maximum amount of product (1.0 means a 100% yield; for example, 0.34 means a 34% yield). (1) The reactants are CC(C)([O-])C.[K+].[CH3:7][O:8][C:9](=[O:38])[CH:10]([O:14][C:15]1[CH:37]=[CH:36][C:18]2[C:19]3[N:23]([CH2:24][CH2:25][O:26][C:17]=2[CH:16]=1)[CH:22]=[C:21]([C:27]1[N:28]([CH:33]([CH3:35])[CH3:34])[N:29]=[C:30]([CH3:32])[N:31]=1)[N:20]=3)[CH2:11][CH2:12]Br. The catalyst is C1COCC1.O. The product is [CH3:7][O:8][C:9]([C:10]1([O:14][C:15]2[CH:37]=[CH:36][C:18]3[C:19]4[N:23]([CH2:24][CH2:25][O:26][C:17]=3[CH:16]=2)[CH:22]=[C:21]([C:27]2[N:28]([CH:33]([CH3:35])[CH3:34])[N:29]=[C:30]([CH3:32])[N:31]=2)[N:20]=4)[CH2:12][CH2:11]1)=[O:38]. The yield is 0.670. (2) The reactants are C[O:2][C:3](=[O:40])[C:4]1[CH:9]=[C:8]([O:10][C:11]2[CH:16]=[CH:15][C:14]([CH2:17][NH:18][S:19]([C:22]3[CH:27]=[CH:26][C:25]([CH3:28])=[CH:24][CH:23]=3)(=[O:21])=[O:20])=[CH:13][CH:12]=2)[CH:7]=[CH:6][C:5]=1[NH:29][S:30]([C:33]1[CH:38]=[CH:37][C:36]([CH3:39])=[CH:35][CH:34]=1)(=[O:32])=[O:31].[Li+].[OH-]. The product is [C:36]1([CH3:39])[CH:35]=[CH:34][C:33]([S:30]([NH:29][C:5]2[CH:6]=[CH:7][C:8]([O:10][C:11]3[CH:16]=[CH:15][C:14]([CH2:17][NH:18][S:19]([C:22]4[CH:23]=[CH:24][C:25]([CH3:28])=[CH:26][CH:27]=4)(=[O:20])=[O:21])=[CH:13][CH:12]=3)=[CH:9][C:4]=2[C:3]([OH:40])=[O:2])(=[O:31])=[O:32])=[CH:38][CH:37]=1. The catalyst is O.C1COCC1. The yield is 0.680. (3) The reactants are S(O[CH:12]1[CH2:17][CH2:16][CH2:15][N:14]([C:18]([O:20][C:21]([CH3:24])([CH3:23])[CH3:22])=[O:19])[CH2:13]1)(C1C=CC(C)=CC=1)(=O)=O.[NH2:25][C:26]1[NH:30][N:29]=[C:28]([C:31]2[CH:36]=[CH:35][C:34]([O:37][C:38]3[CH:43]=[CH:42][CH:41]=[CH:40][CH:39]=3)=[CH:33][CH:32]=2)[C:27]=1[C:44]#[N:45].C([O-])([O-])=O.[Cs+].[Cs+]. The product is [NH2:25][C:26]1[N:30]([CH:12]2[CH2:17][CH2:16][CH2:15][N:14]([C:18]([O:20][C:21]([CH3:22])([CH3:23])[CH3:24])=[O:19])[CH2:13]2)[N:29]=[C:28]([C:31]2[CH:32]=[CH:33][C:34]([O:37][C:38]3[CH:43]=[CH:42][CH:41]=[CH:40][CH:39]=3)=[CH:35][CH:36]=2)[C:27]=1[C:44]#[N:45]. The yield is 0.130. The catalyst is CN(C=O)C. (4) The product is [NH:30]1[CH2:29][CH:28]([N:26]2[CH:27]=[C:23]([NH:22][C:17]3[N:16]=[C:15]([CH2:14][CH2:13][C:12]4[CH:39]=[CH:40][CH:41]=[CH:42][C:11]=4[CH2:10][C:9]([NH2:8])=[O:43])[C:20]([CH3:21])=[CH:19][N:18]=3)[CH:24]=[N:25]2)[CH2:31]1. The yield is 0.0150. The reactants are C(O)(C(F)(F)F)=O.[NH2:8][C:9](=[O:43])[CH2:10][C:11]1[CH:42]=[CH:41][CH:40]=[CH:39][C:12]=1[CH2:13][CH2:14][C:15]1[C:20]([CH3:21])=[CH:19][N:18]=[C:17]([NH:22][C:23]2[CH:24]=[N:25][N:26]([CH:28]3[CH2:31][N:30](C(OC(C)(C)C)=O)[CH2:29]3)[CH:27]=2)[N:16]=1. The catalyst is C(Cl)Cl. (5) The reactants are [CH2:1]([C:7]1([CH2:25][CH2:26][CH2:27][CH2:28][CH2:29][CH3:30])[C:19]2[CH:18]=[C:17]3[C:20](=[O:24])[CH:21]([CH3:23])[CH2:22][C:16]3=[CH:15][C:14]=2[C:13]2[C:8]1=[CH:9][CH:10]=[CH:11][CH:12]=2)[CH2:2][CH2:3][CH2:4][CH2:5][CH3:6].C(O)C.[BH4-].[Na+]. The catalyst is C1COCC1. The product is [CH2:25]([C:7]1([CH2:1][CH2:2][CH2:3][CH2:4][CH2:5][CH3:6])[C:19]2[CH:18]=[C:17]3[CH:20]([OH:24])[CH:21]([CH3:23])[CH2:22][C:16]3=[CH:15][C:14]=2[C:13]2[C:8]1=[CH:9][CH:10]=[CH:11][CH:12]=2)[CH2:26][CH2:27][CH2:28][CH2:29][CH3:30]. The yield is 0.960.